This data is from Forward reaction prediction with 1.9M reactions from USPTO patents (1976-2016). The task is: Predict the product of the given reaction. Given the reactants C[CH:2]([CH3:6])[CH2:3][CH2:4][NH2:5].[N:7]1[CH:8]=[CH:9][N:10]2[CH:15]=[CH:14][C:13]([CH2:16][NH:17][C:18]([C:20]3[CH:28]=[CH:27][C:23]([C:24](O)=[O:25])=[CH:22][CH:21]=3)=[O:19])=[CH:12][C:11]=12.[N+]([C:32]1[CH:40]=CC(C(O)=O)=C[CH:33]=1)([O-])=O, predict the reaction product. The product is: [N:7]1[CH:8]=[CH:9][N:10]2[CH:15]=[CH:14][C:13]([CH2:16][NH:17][C:18](=[O:19])[C:20]3[CH:28]=[CH:27][C:23]([C:24]([N:5]4[CH2:4][CH2:3][CH2:2][CH:6]4[CH:32]([CH3:40])[CH3:33])=[O:25])=[CH:22][CH:21]=3)=[CH:12][C:11]=12.